From a dataset of Full USPTO retrosynthesis dataset with 1.9M reactions from patents (1976-2016). Predict the reactants needed to synthesize the given product. (1) Given the product [C:21]([C@:14]1([F:20])[CH2:15][C@@H:16]([CH2:18][OH:19])[O:17][C@H:13]1[N:10]1[CH:9]=[N:8][C:7]2[C:6](=[O:23])[NH:5][C:4]([NH2:3])=[N:12][C:11]1=2)#[CH:22], predict the reactants needed to synthesize it. The reactants are: CO[N:3](C(C1C=CC=CC=1)(C1C=CC=CC=1)C1C=CC=CC=1)[C:4]1[NH:5][C:6](=[O:23])[C:7]2[N:8]=[CH:9][N:10]([C@@H:13]3[O:17][C@H:16]([CH2:18][OH:19])[CH2:15][C@:14]3([C:21]#[CH:22])[F:20])[C:11]=2[N:12]=1. (2) Given the product [NH2:3][C:4]1[N:13]=[C:12]([N:14]2[CH2:15][CH2:16][N:17]([CH3:20])[CH2:18][CH2:19]2)[C:11]2[C:6](=[CH:7][C:8]([C:21]([OH:23])=[O:22])=[CH:9][CH:10]=2)[N:5]=1, predict the reactants needed to synthesize it. The reactants are: [OH-].[Li+].[NH2:3][C:4]1[N:13]=[C:12]([N:14]2[CH2:19][CH2:18][N:17]([CH3:20])[CH2:16][CH2:15]2)[C:11]2[C:6](=[CH:7][C:8]([C:21]([O:23]C)=[O:22])=[CH:9][CH:10]=2)[N:5]=1. (3) Given the product [C:52]([O:56][C:57]([N:59]1[CH2:63][CH2:62][C@H:61]([O:64][C:65]2[C:66]3[CH2:74][N:73]([C:2]4[C:3]([O:10][CH3:11])=[N:4][C:5]([O:8][CH3:9])=[N:6][CH:7]=4)[CH2:72][CH2:71][C:67]=3[N:68]=[CH:69][N:70]=2)[CH2:60]1)=[O:58])([CH3:55])([CH3:53])[CH3:54], predict the reactants needed to synthesize it. The reactants are: Br[C:2]1[C:3]([O:10][CH3:11])=[N:4][C:5]([O:8][CH3:9])=[N:6][CH:7]=1.CC(C1C=C(C(C)C)C(C2C=CC=CC=2P(C2CCCCC2)C2CCCCC2)=C(C(C)C)C=1)C.C(=O)([O-])[O-].[Cs+].[Cs+].[C:52]([O:56][C:57]([N:59]1[CH2:63][CH2:62][C@H:61]([O:64][C:65]2[C:66]3[CH2:74][NH:73][CH2:72][CH2:71][C:67]=3[N:68]=[CH:69][N:70]=2)[CH2:60]1)=[O:58])([CH3:55])([CH3:54])[CH3:53]. (4) Given the product [CH2:1]([C:8]1[S:12][C:11]([NH:13][C:35](=[O:36])[CH2:34][CH2:33][C:32]([C:23]2[C:22]([O:21][CH3:20])=[CH:31][C:30]3[CH2:29][CH2:28][CH2:27][CH2:26][C:25]=3[CH:24]=2)=[O:38])=[N:10][C:9]=1[C:14]1[CH:19]=[CH:18][CH:17]=[CH:16][CH:15]=1)[C:2]1[CH:3]=[CH:4][CH:5]=[CH:6][CH:7]=1, predict the reactants needed to synthesize it. The reactants are: [CH2:1]([C:8]1[S:12][C:11]([NH2:13])=[N:10][C:9]=1[C:14]1[CH:19]=[CH:18][CH:17]=[CH:16][CH:15]=1)[C:2]1[CH:7]=[CH:6][CH:5]=[CH:4][CH:3]=1.[CH3:20][O:21][C:22]1[C:23]([C:32](=[O:38])[CH2:33][CH2:34][C:35](O)=[O:36])=[CH:24][C:25]2[CH2:26][CH2:27][CH2:28][CH2:29][C:30]=2[CH:31]=1.C1C=CC2N(O)N=NC=2C=1.CCN=C=NCCCN(C)C. (5) Given the product [N:1]1[N:5]2[CH:6]=[CH:7][CH:8]=[CH:9][C:4]2=[C:3]([CH2:10][OH:11])[CH:2]=1, predict the reactants needed to synthesize it. The reactants are: [N:1]1[N:5]2[CH:6]=[CH:7][CH:8]=[CH:9][C:4]2=[C:3]([C:10](OCC)=[O:11])[CH:2]=1.[H-].[Al+3].[Li+].[H-].[H-].[H-]. (6) Given the product [ClH:35].[CH:1]1([CH2:4][NH:5][C@@H:13]2[CH2:15][C@H:14]2[C:16]2[CH:17]=[CH:18][C:19]([NH:22][C:23](=[O:34])[C:24]3[CH:29]=[CH:28][CH:27]=[C:26]([S:30](=[O:32])(=[O:33])[NH2:31])[CH:25]=3)=[CH:20][CH:21]=2)[CH2:3][CH2:2]1, predict the reactants needed to synthesize it. The reactants are: [CH:1]1([CH2:4][N:5]([C@@H:13]2[CH2:15][C@H:14]2[C:16]2[CH:21]=[CH:20][C:19]([NH:22][C:23](=[O:34])[C:24]3[CH:29]=[CH:28][CH:27]=[C:26]([S:30](=[O:33])(=[O:32])[NH2:31])[CH:25]=3)=[CH:18][CH:17]=2)C(=O)OC(C)(C)C)[CH2:3][CH2:2]1.[ClH:35].C(OCC)(=O)C. (7) The reactants are: [CH3:1][N:2]1[CH2:6][CH2:5][CH2:4][C@H:3]1[C:7]1[N:11]2[CH:12]=[C:13]([O:16][C@H:17]3[C:26]4[C:21](=[CH:22][CH:23]=[CH:24][CH:25]=4)[C@@H:20]([NH2:27])[CH2:19][CH2:18]3)[CH:14]=[CH:15][C:10]2=[N:9][N:8]=1.ClC(Cl)(Cl)C[O:31][C:32](=O)[NH:33][C:34]1[N:35]([C:43]2[CH:48]=[CH:47][CH:46]=[C:45]([S:49][CH2:50][CH2:51][OH:52])[CH:44]=2)[N:36]=[C:37]([C:39]([CH3:42])([CH3:41])[CH3:40])[CH:38]=1.CCN(C(C)C)C(C)C. Given the product [C:39]([C:37]1[CH:38]=[C:34]([NH:33][C:32]([NH:27][C@@H:20]2[C:21]3[C:26](=[CH:25][CH:24]=[CH:23][CH:22]=3)[C@H:17]([O:16][C:13]3[CH:14]=[CH:15][C:10]4[N:11]([C:7]([C@@H:3]5[CH2:4][CH2:5][CH2:6][N:2]5[CH3:1])=[N:8][N:9]=4)[CH:12]=3)[CH2:18][CH2:19]2)=[O:31])[N:35]([C:43]2[CH:48]=[CH:47][CH:46]=[C:45]([S:49][CH2:50][CH2:51][OH:52])[CH:44]=2)[N:36]=1)([CH3:42])([CH3:40])[CH3:41], predict the reactants needed to synthesize it. (8) Given the product [Br:1][C:2]1[CH:3]=[C:4]([O:9][CH2:11][CH2:12][O:13][CH3:14])[CH:5]=[C:6]([F:8])[CH:7]=1, predict the reactants needed to synthesize it. The reactants are: [Br:1][C:2]1[CH:3]=[C:4]([OH:9])[CH:5]=[C:6]([F:8])[CH:7]=1.Br[CH2:11][CH2:12][O:13][CH2:14]CBr.C([O-])([O-])=O.[K+].[K+].C([O-])(O)=O.[Na+].